This data is from Reaction yield outcomes from USPTO patents with 853,638 reactions. The task is: Predict the reaction yield, written as a fraction of the theoretical maximum amount of product (1.0 means a 100% yield; for example, 0.34 means a 34% yield). (1) The reactants are [N:1]1([CH2:5][C:6]2[N:10]([CH3:11])[N:9]=[C:8]([N+:12]([O-])=O)[CH:7]=2)[CH2:4][CH2:3][CH2:2]1. The catalyst is C(O)C.[Pd]. The product is [N:1]1([CH2:5][C:6]2[N:10]([CH3:11])[N:9]=[C:8]([NH2:12])[CH:7]=2)[CH2:4][CH2:3][CH2:2]1. The yield is 0.990. (2) The product is [CH3:15][O:16][C:17](=[O:20])[CH2:18][CH2:19][C:2]1[CH:7]=[CH:6][CH:5]=[CH:4][C:3]=1[C:8]([F:14])([F:13])[C:9]([F:12])([F:11])[F:10]. The yield is 0.260. No catalyst specified. The reactants are Br[C:2]1[CH:7]=[CH:6][CH:5]=[CH:4][C:3]=1[C:8]([F:14])([F:13])[C:9]([F:12])([F:11])[F:10].[CH3:15][O:16][CH:17]([O:20]C)[CH:18]=[CH2:19]. (3) The reactants are CC1(C)C(C)(C)OB([C:9]2[CH:22]=[CH:21][C:20]3[C:19]4[C:14](=[CH:15][C:16](B5OC(C)(C)C(C)(C)O5)=[CH:17][CH:18]=4)[CH2:13][CH2:12][C:11]=3[CH:10]=2)O1.[C:33]([O:37][C:38]([N:40]1[CH2:44][CH2:43][CH2:42][CH:41]1[C:45]1[NH:46][CH:47]=[C:48](Br)[N:49]=1)=[O:39])([CH3:36])([CH3:35])[CH3:34].[C:51]([O-:54])(O)=[O:52].[Na+]. The catalyst is COCCOC.O.C1C=CC([P]([Pd]([P](C2C=CC=CC=2)(C2C=CC=CC=2)C2C=CC=CC=2)([P](C2C=CC=CC=2)(C2C=CC=CC=2)C2C=CC=CC=2)[P](C2C=CC=CC=2)(C2C=CC=CC=2)C2C=CC=CC=2)(C2C=CC=CC=2)C2C=CC=CC=2)=CC=1. The product is [C:33]([O:37][C:38]([N:40]1[CH2:44][CH2:43][CH2:42][CH:41]1[C:45]1[NH:49][C:48]([C:9]2[CH:10]=[CH:11][C:20]3[C:19]4[C:14](=[CH:15][C:16]([C:48]5[NH:49][C:45]([CH:41]6[CH2:42][CH2:43][CH2:44][N:40]6[C:51]([O:54][C:33]([CH3:36])([CH3:35])[CH3:34])=[O:52])=[N:46][CH:47]=5)=[CH:17][CH:18]=4)[CH2:13][CH2:12][C:21]=3[CH:22]=2)=[CH:47][N:46]=1)=[O:39])([CH3:36])([CH3:35])[CH3:34]. The yield is 0.240. (4) The reactants are [OH:1][C@@:2]1([C:9]#[C:10][C:11]2[CH:12]=[C:13]([C:17]3[S:18][CH:19]=[C:20]([C:22](OCC)=[O:23])[N:21]=3)[CH:14]=[CH:15][CH:16]=2)[CH2:6][CH2:5][N:4]([CH3:7])[C:3]1=[O:8].[NH3:27]. The catalyst is CO. The product is [OH:1][C@@:2]1([C:9]#[C:10][C:11]2[CH:12]=[C:13]([C:17]3[S:18][CH:19]=[C:20]([C:22]([NH2:27])=[O:23])[N:21]=3)[CH:14]=[CH:15][CH:16]=2)[CH2:6][CH2:5][N:4]([CH3:7])[C:3]1=[O:8]. The yield is 0.410. (5) The reactants are [CH:1]1([NH:7][CH3:8])[CH2:6][CH2:5][CH2:4][CH2:3][CH2:2]1.C[N:10]1[C:15]2[CH:16]=[CH:17][CH:18]=[CH:19][C:14]=2[C:13](=[O:20])O[C:11]1=O. The catalyst is O1CCOCC1. The product is [CH:1]1([N:7]([CH3:8])[C:13](=[O:20])[C:14]2[CH:19]=[CH:18][CH:17]=[CH:16][C:15]=2[NH:10][CH3:11])[CH2:6][CH2:5][CH2:4][CH2:3][CH2:2]1. The yield is 0.970. (6) The reactants are Cl.[NH2:2][C:3]1[NH:4][C:5](=O)[C:6]2[N:12]=[C:11]([C:13]3[CH:18]=[CH:17][C:16]([O:19][CH3:20])=[C:15]([O:21][CH3:22])[CH:14]=3)[CH:10]=[CH:9][C:7]=2[N:8]=1.C1(C)C=CC(S(O)(=O)=O)=CC=1.S([O-])([O-])(=O)=O.[NH4+].[NH4+].[NH:42]1[CH2:47][CH2:46][O:45][CH2:44][CH2:43]1. The catalyst is C1(C)C=CC=CC=1. The product is [NH2:2][C:3]1[N:4]=[C:5]([N:42]2[CH2:47][CH2:46][O:45][CH2:44][CH2:43]2)[C:6]2[N:12]=[C:11]([C:13]3[CH:18]=[CH:17][C:16]([O:19][CH3:20])=[C:15]([O:21][CH3:22])[CH:14]=3)[CH:10]=[CH:9][C:7]=2[N:8]=1. The yield is 0.320. (7) The reactants are [C:1]([NH:8][CH:9]1[CH2:12][C:11](=C)[CH2:10]1)([O:3][C:4]([CH3:7])([CH3:6])[CH3:5])=[O:2].C([O-])([O-])=[O:15].[K+].[K+]. The catalyst is C(Cl)Cl.O.[Cl-].C([N+](CCCC)(CCCC)CCCC)CCC. The product is [C:1]([NH:8][CH:9]1[CH2:12][C:11](=[O:15])[CH2:10]1)([O:3][C:4]([CH3:7])([CH3:6])[CH3:5])=[O:2]. The yield is 0.720.